Dataset: Peptide-MHC class I binding affinity with 185,985 pairs from IEDB/IMGT. Task: Regression. Given a peptide amino acid sequence and an MHC pseudo amino acid sequence, predict their binding affinity value. This is MHC class I binding data. (1) The peptide sequence is RPFNNILNL. The MHC is HLA-A30:02 with pseudo-sequence HLA-A30:02. The binding affinity (normalized) is 0.0725. (2) The peptide sequence is KLNHHKPPT. The MHC is HLA-B27:05 with pseudo-sequence HLA-B27:05. The binding affinity (normalized) is 0.0847.